Dataset: Full USPTO retrosynthesis dataset with 1.9M reactions from patents (1976-2016). Task: Predict the reactants needed to synthesize the given product. (1) Given the product [F:14][C:13]([F:16])([F:15])[C:10]([CH2:12][NH:37][C:36]1[N:35]=[C:34]([CH3:38])[N:33]=[C:32]2[N:28]([C:25]3[CH:26]=[N:27][C:22]([F:21])=[CH:23][CH:24]=3)[N:29]=[CH:30][C:31]=12)([OH:11])[CH2:9][C:8]([C:6]1[CH:7]=[C:2]([F:1])[CH:3]=[CH:4][C:5]=1[O:19][CH3:20])([CH3:18])[CH3:17], predict the reactants needed to synthesize it. The reactants are: [F:1][C:2]1[CH:3]=[CH:4][C:5]([O:19][CH3:20])=[C:6]([C:8]([CH3:18])([CH3:17])[CH2:9][C:10]2([C:13]([F:16])([F:15])[F:14])[CH2:12][O:11]2)[CH:7]=1.[F:21][C:22]1[N:27]=[CH:26][C:25]([N:28]2[C:32]3=[N:33][C:34]([CH3:38])=[N:35][C:36]([NH2:37])=[C:31]3[CH:30]=[N:29]2)=[CH:24][CH:23]=1. (2) Given the product [F:1][C:2]1[CH:11]=[CH:10][C:9]2[N:8]=[CH:7][C:6](=[O:12])[N:5]3[CH2:13][C:14]([OH:18])([C:15]([O:17][CH3:20])=[O:16])[C:3]=1[C:4]=23, predict the reactants needed to synthesize it. The reactants are: [F:1][C:2]1[CH:11]=[CH:10][C:9]2[N:8]=[CH:7][C:6](=[O:12])[N:5]3[CH2:13][C:14]([OH:18])([C:15]([OH:17])=[O:16])[C:3]=1[C:4]=23.F[C:20]1C(C2(C([O-])=O)CO2)=C2C(=CC=1)N=CC(OC)=N2.S(=O)(=O)(O)O. (3) Given the product [CH2:1]([O:8][CH:9]1[C:10]2([CH2:40][CH2:41][CH3:42])[CH:11]([O:39][C:46]([CH3:48])([CH3:47])[O:43]2)[CH:12]([O:31][CH2:32][C:33]2[CH:38]=[CH:37][CH:36]=[CH:35][CH:34]=2)[CH:13]([O:23][CH2:24][C:25]2[CH:26]=[CH:27][CH:28]=[CH:29][CH:30]=2)[CH:14]1[O:15][CH2:16][C:17]1[CH:22]=[CH:21][CH:20]=[CH:19][CH:18]=1)[C:2]1[CH:7]=[CH:6][CH:5]=[CH:4][CH:3]=1, predict the reactants needed to synthesize it. The reactants are: [CH2:1]([O:8][CH:9]1[CH:14]([O:15][CH2:16][C:17]2[CH:22]=[CH:21][CH:20]=[CH:19][CH:18]=2)[CH:13]([O:23][CH2:24][C:25]2[CH:30]=[CH:29][CH:28]=[CH:27][CH:26]=2)[CH:12]([O:31][CH2:32][C:33]2[CH:38]=[CH:37][CH:36]=[CH:35][CH:34]=2)[CH:11]([OH:39])[C:10]1([OH:43])[CH2:40][CH2:41][CH3:42])[C:2]1[CH:7]=[CH:6][CH:5]=[CH:4][CH:3]=1.CO[C:46](OC)([CH3:48])[CH3:47].C1(C)C=CC(S(O)(=O)=O)=CC=1.C(N(CC)CC)C. (4) Given the product [C:18]([C:22]1[CH:42]=[C:43]([NH:44][C:47]([NH:49][C:50]2[C:59]3[C:54](=[CH:55][CH:56]=[CH:57][CH:58]=3)[C:53]([O:60][C:61]3[CH:66]=[CH:65][N:64]=[C:63]([NH:67][C:68]4[CH:69]=[CH:70][CH:71]=[CH:72][CH:73]=4)[N:62]=3)=[CH:52][CH:51]=2)=[O:8])[N:24]([C:30]2[CH:31]=[CH:32][C:33]([P:36]([CH2:40][CH3:41])([CH2:38][CH3:39])=[O:37])=[CH:34][CH:35]=2)[N:23]=1)([CH3:19])([CH3:21])[CH3:20], predict the reactants needed to synthesize it. The reactants are: C1C=CC(P(N=[N+]=[N-])(C2C=CC=CC=2)=[O:8])=CC=1.[C:18]([C:22]1C=C(C(O)=O)[N:24]([C:30]2[CH:35]=[CH:34][C:33]([P:36]([CH2:40][CH3:41])([CH2:38][CH3:39])=[O:37])=[CH:32][CH:31]=2)[N:23]=1)([CH3:21])([CH3:20])[CH3:19].[CH3:42][CH2:43][N:44]([CH2:47]C)CC.[NH2:49][C:50]1[C:59]2[C:54](=[CH:55][CH:56]=[CH:57][CH:58]=2)[C:53]([O:60][C:61]2[CH:66]=[CH:65][N:64]=[C:63]([NH:67][C:68]3[CH:73]=[CH:72][CH:71]=[CH:70][CH:69]=3)[N:62]=2)=[CH:52][CH:51]=1. (5) Given the product [CH3:11][C:1]1[CH:6]=[C:5]([CH3:7])[CH:4]=[C:3]([CH3:8])[C:2]=1[CH2:9][S:14][S:15][CH2:9][C:2]1[C:3]([CH3:8])=[CH:4][C:5]([CH3:7])=[CH:6][C:1]=1[CH3:11], predict the reactants needed to synthesize it. The reactants are: [C:1]1([CH3:11])[CH:6]=[C:5]([CH3:7])[CH:4]=[C:3]([CH3:8])[C:2]=1[CH2:9]S.II.[S:14]([O-])([O-])(=O)=[S:15].[Na+].[Na+].